This data is from Full USPTO retrosynthesis dataset with 1.9M reactions from patents (1976-2016). The task is: Predict the reactants needed to synthesize the given product. (1) Given the product [F:47][C:31]([F:30])([F:46])[O:32][C:33]1[CH:45]=[CH:44][C:36]([O:37][CH:38]2[CH2:39][CH2:40][N:41]([CH2:28][C:25]3[CH:24]=[CH:23][C:22]([C:19]4[CH:18]=[CH:17][C:16]([OH:15])=[CH:21][CH:20]=4)=[CH:27][CH:26]=3)[CH2:42][CH2:43]2)=[CH:35][CH:34]=1, predict the reactants needed to synthesize it. The reactants are: C(O[BH-](OC(=O)C)OC(=O)C)(=O)C.[Na+].[OH:15][C:16]1[CH:21]=[CH:20][C:19]([C:22]2[CH:27]=[CH:26][C:25]([CH:28]=O)=[CH:24][CH:23]=2)=[CH:18][CH:17]=1.[F:30][C:31]([F:47])([F:46])[O:32][C:33]1[CH:45]=[CH:44][C:36]([O:37][CH:38]2[CH2:43][CH2:42][NH:41][CH2:40][CH2:39]2)=[CH:35][CH:34]=1.C(=O)([O-])[O-].[K+].[K+]. (2) Given the product [ClH:35].[N:1]12[CH2:8][CH2:7][CH:4]([CH2:5][CH2:6]1)[CH:3]([O:9][C:10]1[CH:11]=[CH:12][C:13]([N:16]([C:26]3[C:30]4[CH:31]=[CH:32][CH:33]=[CH:34][C:29]=4[S:28][CH:27]=3)[C:17]3[C:21]4[CH:22]=[CH:23][CH:24]=[CH:25][C:20]=4[S:19][CH:18]=3)=[CH:14][CH:15]=1)[CH2:2]2, predict the reactants needed to synthesize it. The reactants are: [N:1]12[CH2:8][CH2:7][CH:4]([CH2:5][CH2:6]1)[CH:3]([O:9][C:10]1[CH:15]=[CH:14][C:13]([N:16]([C:26]3[C:30]4[CH:31]=[CH:32][CH:33]=[CH:34][C:29]=4[S:28][CH:27]=3)[C:17]3[C:21]4[CH:22]=[CH:23][CH:24]=[CH:25][C:20]=4[S:19][CH:18]=3)=[CH:12][CH:11]=1)[CH2:2]2.[ClH:35].O1CCOCC1. (3) Given the product [Cl:1][C:2]1[CH:7]=[CH:6][C:5]([N:8]2[CH2:12][CH2:11][CH:10]([NH:13][C:19](=[O:20])[C:18]3[CH:22]=[C:23]([C:25]([F:26])([F:27])[F:28])[CH:24]=[C:16]([C:15]([F:14])([F:29])[F:30])[CH:17]=3)[CH2:9]2)=[CH:4][CH:3]=1, predict the reactants needed to synthesize it. The reactants are: [Cl:1][C:2]1[CH:7]=[CH:6][C:5]([N:8]2[CH2:12][CH2:11][CH:10]([NH2:13])[CH2:9]2)=[CH:4][CH:3]=1.[F:14][C:15]([F:30])([F:29])[C:16]1[CH:17]=[C:18]([CH:22]=[C:23]([C:25]([F:28])([F:27])[F:26])[CH:24]=1)[C:19](Cl)=[O:20].C(N(CC)CC)C. (4) Given the product [NH2:12][C:2]1[CH:3]=[CH:4][C:5]2[S:11][CH2:10][CH2:9][N:8]([CH2:18][CH2:17][O:16][C:13](=[O:15])[CH3:14])[CH2:7][C:6]=2[CH:1]=1, predict the reactants needed to synthesize it. The reactants are: [CH:1]1[C:6]2[CH2:7][NH:8][CH2:9][CH2:10][S:11][C:5]=2[CH:4]=[CH:3][C:2]=1[NH2:12].[C:13]([O:16][CH2:17][CH2:18]Br)(=[O:15])[CH3:14]. (5) Given the product [Si:1]([O:8][CH2:9][C@H:10]1[O:18][C@H:17]2[C@H:13]([N:14]=[C:15]([N:19]([CH3:27])[C:20](=[O:26])[O:21][C:22]([CH3:24])([CH3:23])[CH3:25])[S:16]2)[C@@H:12]([F:28])[C@H:11]1[OH:29])([C:4]([CH3:7])([CH3:5])[CH3:6])([CH3:3])[CH3:2], predict the reactants needed to synthesize it. The reactants are: [Si:1]([O:8][CH2:9][C@H:10]1[O:18][C@H:17]2[C@H:13]([N:14]=[C:15]([N:19]([CH3:27])[C:20](=[O:26])[O:21][C:22]([CH3:25])([CH3:24])[CH3:23])[S:16]2)[C@@H:12]([F:28])[C:11]1=[O:29])([C:4]([CH3:7])([CH3:6])[CH3:5])([CH3:3])[CH3:2].[BH4-].[Na+].C(=O)=O. (6) Given the product [C:34]([O:20][C:18](=[O:19])[CH2:21][C:3]([C:4]1[CH:9]=[CH:8][CH:7]=[C:6]([C:10]2[N:11]=[N:12][C:13]([CH3:16])=[CH:14][CH:15]=2)[CH:5]=1)=[O:17])([CH3:35])([CH3:37])[CH3:42], predict the reactants needed to synthesize it. The reactants are: CO[C:3](=[O:17])[C:4]1[CH:9]=[CH:8][CH:7]=[C:6]([C:10]2[N:11]=[N:12][C:13]([CH3:16])=[CH:14][CH:15]=2)[CH:5]=1.[C:18]([C:21]1C=C(B(O)O)C=CC=1)([OH:20])=[O:19].ClC1N=N[C:34]([CH3:37])=[CH:35]C=1.O=S(Cl)Cl.[C:42](#N)C. (7) Given the product [CH2:1]([O:8][C:9]1[CH:28]=[CH:27][C:12]([CH2:13][N:14]2[C:22]3[C:17](=[CH:18][CH:19]=[CH:20][CH:21]=3)[CH:16]=[C:15]2[CH2:23][NH:25][CH3:26])=[CH:11][CH:10]=1)[C:2]1[CH:3]=[CH:4][CH:5]=[CH:6][CH:7]=1, predict the reactants needed to synthesize it. The reactants are: [CH2:1]([O:8][C:9]1[CH:28]=[CH:27][C:12]([CH2:13][N:14]2[C:22]3[C:17](=[CH:18][CH:19]=[CH:20][CH:21]=3)[CH:16]=[C:15]2[C:23]([NH:25][CH3:26])=O)=[CH:11][CH:10]=1)[C:2]1[CH:7]=[CH:6][CH:5]=[CH:4][CH:3]=1.CNC(C1N(C)C2C(C=1)=CC=CC=2)=O. (8) Given the product [CH2:1]([OH:13])/[CH:2]=[CH:3]/[CH:4]=[CH:5]/[CH2:6][CH2:7][CH2:8][CH2:9][CH2:10][CH2:11][CH3:12], predict the reactants needed to synthesize it. The reactants are: [C:1](OCC)(=[O:13])/[CH:2]=[CH:3]/[CH:4]=[CH:5]/[CH2:6][CH2:7][CH2:8][CH2:9][CH2:10][CH2:11][CH3:12].CC(C[AlH]CC(C)C)C.C(OCC)C.